Dataset: Forward reaction prediction with 1.9M reactions from USPTO patents (1976-2016). Task: Predict the product of the given reaction. Given the reactants [OH:1][C@H:2]1[CH2:7][CH2:6][CH2:5][CH2:4][C@@H:3]1[NH:8][C:9]([C:11]1[C:15]2=[N:16][CH:17]=[CH:18][CH:19]=[C:14]2[NH:13][CH:12]=1)=[O:10].Cl[CH2:21][C:22]1[CH:27]=[CH:26][C:25]([C:28]2[S:29][CH:30]=[CH:31][N:32]=2)=[CH:24][CH:23]=1, predict the reaction product. The product is: [OH:1][C@H:2]1[CH2:7][CH2:6][CH2:5][CH2:4][C@@H:3]1[NH:8][C:9]([C:11]1[C:15]2=[N:16][CH:17]=[CH:18][CH:19]=[C:14]2[N:13]([CH2:21][C:22]2[CH:23]=[CH:24][C:25]([C:28]3[S:29][CH:30]=[CH:31][N:32]=3)=[CH:26][CH:27]=2)[CH:12]=1)=[O:10].